This data is from Reaction yield outcomes from USPTO patents with 853,638 reactions. The task is: Predict the reaction yield, written as a fraction of the theoretical maximum amount of product (1.0 means a 100% yield; for example, 0.34 means a 34% yield). (1) The reactants are Br[C:2]1[CH:26]=[CH:25][C:5]([O:6][CH2:7][C@H:8]([OH:24])[CH2:9][NH:10][C:11]([CH3:23])([CH3:22])[CH2:12][CH:13]2[CH2:21][C:20]3[C:15](=[CH:16][CH:17]=[CH:18][CH:19]=3)[CH2:14]2)=[C:4]([F:27])[C:3]=1[F:28].C(#N)CC.CC1C(P(C2C(C)=CC=CC=2)C2C(C)=CC=CC=2)=CC=CC=1.[C:55]([O:59][CH2:60][CH3:61])(=[O:58])[CH:56]=[CH2:57]. The catalyst is CC([O-])=O.CC([O-])=O.[Pd+2].C(N(CC)CC)C. The product is [CH2:60]([O:59][C:55](=[O:58])/[CH:56]=[CH:57]/[C:2]1[CH:26]=[CH:25][C:5]([O:6][CH2:7][C@H:8]([OH:24])[CH2:9][NH:10][C:11]([CH3:23])([CH3:22])[CH2:12][CH:13]2[CH2:21][C:20]3[C:15](=[CH:16][CH:17]=[CH:18][CH:19]=3)[CH2:14]2)=[C:4]([F:27])[C:3]=1[F:28])[CH3:61]. The yield is 0.750. (2) The reactants are C([O:3][C:4](=[O:17])[C:5]([S:8][C:9]1[CH:14]=[CH:13][CH:12]=[C:11]([F:15])[C:10]=1[F:16])([CH3:7])[CH3:6])C.C[Si](C)(C)[O-].[K+]. The catalyst is C1COCC1. The product is [F:16][C:10]1[C:11]([F:15])=[CH:12][CH:13]=[CH:14][C:9]=1[S:8][C:5]([CH3:7])([CH3:6])[C:4]([OH:17])=[O:3]. The yield is 0.900. (3) The reactants are [CH3:1][O:2][C:3]1[C:12]([NH:13][C:14](=[O:18])OCC)=[N:11][C:10]2[C:5](=[CH:6][C:7]([CH3:20])=[C:8]([CH3:19])[CH:9]=2)[N:4]=1.[CH3:21][C:22]1[CH:23]=[C:24]([N:28]2[CH2:33][CH2:32][NH:31][CH2:30][CH2:29]2)[CH:25]=[CH:26][CH:27]=1. No catalyst specified. The product is [CH3:1][O:2][C:3]1[C:12]([NH:13][C:14]([N:31]2[CH2:32][CH2:33][N:28]([C:24]3[CH:25]=[CH:26][CH:27]=[C:22]([CH3:21])[CH:23]=3)[CH2:29][CH2:30]2)=[O:18])=[N:11][C:10]2[C:5](=[CH:6][C:7]([CH3:20])=[C:8]([CH3:19])[CH:9]=2)[N:4]=1. The yield is 0.490. (4) The reactants are C(N(CC)CC)C.[NH2:8][C:9]1[N:14]=[CH:13][C:12](I)=[CH:11][N:10]=1.[C:16]([C:18]1[CH:19]=[C:20]([N:24]([CH3:32])[C:25](=[O:31])[O:26][C:27]([CH3:30])([CH3:29])[CH3:28])[CH:21]=[CH:22][CH:23]=1)#[CH:17]. The catalyst is CN(C=O)C.Cl[Pd](Cl)([P](C1C=CC=CC=1)(C1C=CC=CC=1)C1C=CC=CC=1)[P](C1C=CC=CC=1)(C1C=CC=CC=1)C1C=CC=CC=1. The product is [CH3:32][N:24]([C:20]1[CH:21]=[CH:22][CH:23]=[C:18]([C:16]#[C:17][C:12]2[CH:11]=[N:10][C:9]([NH2:8])=[N:14][CH:13]=2)[CH:19]=1)[C:25](=[O:31])[O:26][C:27]([CH3:30])([CH3:29])[CH3:28]. The yield is 0.860. (5) The reactants are Cl.[CH3:2][O:3][C:4]1[CH:5]=[C:6]2[C:11](=[CH:12][C:13]=1[O:14][CH3:15])[N:10]=[C:9]([NH:16][CH3:17])[N:8]=[C:7]2[C:18]1[CH:19]=[C:20]([NH:24][C:25](=[O:35])[C:26]2[CH:34]=[CH:33][C:29]([C:30]([OH:32])=[O:31])=[CH:28][CH:27]=2)[CH:21]=[CH:22][CH:23]=1.[CH3:36][O:37][CH2:38][CH2:39]O.O.ON1C2C=CC=CC=2N=N1.CCN=C=NCCCN(C)C.Cl. The catalyst is CN(C)C=O.C(OCC)(=O)C.CCCCCCC.O.C(N(CC)CC)C. The product is [CH3:36][O:37][CH2:38][CH2:39][O:31][C:30](=[O:32])[C:29]1[CH:33]=[CH:34][C:26]([C:25]([NH:24][C:20]2[CH:21]=[CH:22][CH:23]=[C:18]([C:7]3[C:6]4[C:11](=[CH:12][C:13]([O:14][CH3:15])=[C:4]([O:3][CH3:2])[CH:5]=4)[N:10]=[C:9]([NH:16][CH3:17])[N:8]=3)[CH:19]=2)=[O:35])=[CH:27][CH:28]=1. The yield is 0.700. (6) The reactants are C(OC([NH:8][C@@H:9]([CH2:15][CH2:16][C:17]([C:19]1[CH:20]=[N:21][CH:22]=[C:23]([F:25])[CH:24]=1)=O)[C:10]([O:12][CH2:13][CH3:14])=[O:11])=O)(C)(C)C.C(O)(C(F)(F)F)=O. No catalyst specified. The product is [F:25][C:23]1[CH:24]=[C:19]([C:17]2[CH2:16][CH2:15][C@@H:9]([C:10]([O:12][CH2:13][CH3:14])=[O:11])[N:8]=2)[CH:20]=[N:21][CH:22]=1. The yield is 0.830. (7) The reactants are [Br:1][C:2]1[C:3]([F:12])=[C:4]2[C:10]([NH2:11])=[CH:9][NH:8][C:5]2=[N:6][CH:7]=1.[C:18]([O:16][CH2:17][C:18]([OH:16])=[O:19])(=[O:19])[CH3:17].C1N(P(Cl)(N2C(=O)OCC2)=O)C(=O)OC1.C(N(CC)CC)C.[Li+].[OH-]. The catalyst is C(Cl)Cl.CC#N.O.O. The product is [Br:1][C:2]1[C:3]([F:12])=[C:4]2[C:10]([NH:11][C:17](=[O:16])[CH2:18][OH:19])=[CH:9][NH:8][C:5]2=[N:6][CH:7]=1. The yield is 0.530. (8) The reactants are [CH3:1][CH2:2][CH2:3][CH2:4][CH2:5][CH2:6][CH2:7][CH2:8][CH2:9][CH2:10][CH2:11][CH2:12][CH2:13][N+:14]([CH2:17][C:18]1[CH:19]=[CH:20][CH:21]=[CH:22][CH:23]=1)([CH3:16])[CH3:15].[Cl-].[C:25]([OH:35])(=[O:34])/[CH:26]=[CH:27]/[C:28]1[CH:33]=[CH:32][CH:31]=[CH:30][CH:29]=1.CCCCCCCCCCCCC[N+](CC1C=CC=CC=1)(C)C.C(Cl)(Cl)Cl. The catalyst is CS(C)=O. The product is [CH3:1][CH2:2][CH2:3][CH2:4][CH2:5][CH2:6][CH2:7][CH2:8][CH2:9][CH2:10][CH2:11][CH2:12][CH2:13][N+:14]([CH2:17][C:18]1[CH:19]=[CH:20][CH:21]=[CH:22][CH:23]=1)([CH3:16])[CH3:15].[C:25]([O-:35])(=[O:34])/[CH:26]=[CH:27]/[C:28]1[CH:29]=[CH:30][CH:31]=[CH:32][CH:33]=1. The yield is 0.900.